From a dataset of Forward reaction prediction with 1.9M reactions from USPTO patents (1976-2016). Predict the product of the given reaction. (1) Given the reactants [Br:1][C:2]1[CH:3]=[C:4]([C:8]#[C:9][CH2:10][OH:11])[CH:5]=[N:6][CH:7]=1.[CH3:12][S:13](Cl)(=[O:15])=[O:14].O, predict the reaction product. The product is: [Br:1][C:2]1[CH:3]=[C:4]([C:8]#[C:9][CH2:10][O:11][S:13]([CH3:12])(=[O:15])=[O:14])[CH:5]=[N:6][CH:7]=1. (2) Given the reactants [C:1]1([N:7]2[CH:12]=[CH:11][C:10]([CH2:13][CH2:14][CH2:15][C:16]3[N:17]=[N:18][NH:19][CH:20]=3)=[C:9]([OH:21])[C:8]2=O)[CH:6]=[CH:5][CH:4]=[CH:3][CH:2]=1.P12(SP3(SP(SP(S3)(S1)=S)(=S)S2)=S)=[S:24].[Al].C(Cl)Cl, predict the reaction product. The product is: [C:1]1([N:7]2[CH:12]=[CH:11][C:10]([CH2:13][CH2:14][CH2:15][C:16]3[N:17]=[N:18][NH:19][CH:20]=3)=[C:9]([OH:21])[C:8]2=[S:24])[CH:6]=[CH:5][CH:4]=[CH:3][CH:2]=1.